Dataset: Catalyst prediction with 721,799 reactions and 888 catalyst types from USPTO. Task: Predict which catalyst facilitates the given reaction. Reactant: [Cl-].[NH4+].C(O)C.[CH3:6][C:7]1[CH:12]=[C:11]([CH3:13])[CH:10]=[CH:9][C:8]=1[N:14]1[CH2:19][CH2:18][N:17]([C:20]([C:22]2[CH:27]=[CH:26][C:25]([N+:28]([O-])=O)=[CH:24][CH:23]=2)=[O:21])[CH2:16][CH2:15]1. Product: [NH2:28][C:25]1[CH:24]=[CH:23][C:22]([C:20]([N:17]2[CH2:18][CH2:19][N:14]([C:8]3[CH:9]=[CH:10][C:11]([CH3:13])=[CH:12][C:7]=3[CH3:6])[CH2:15][CH2:16]2)=[O:21])=[CH:27][CH:26]=1. The catalyst class is: 150.